From a dataset of Catalyst prediction with 721,799 reactions and 888 catalyst types from USPTO. Predict which catalyst facilitates the given reaction. (1) Reactant: [C:1]([NH:4][CH2:5][CH:6]1[O:10][C:9](=[O:11])[N:8]([C:12]2[CH:17]=[CH:16][C:15]([N:18](CC3C=CC=CC=3)C(=O)OCC3C=CC=CC=3)=[C:14]([F:36])[CH:13]=2)[CH2:7]1)(=[O:3])[CH3:2]. The catalyst class is: 19. Product: [NH2:18][C:15]1[CH:16]=[CH:17][C:12]([N:8]2[CH2:7][C@H:6]([CH2:5][NH:4][C:1](=[O:3])[CH3:2])[O:10][C:9]2=[O:11])=[CH:13][C:14]=1[F:36]. (2) Reactant: C(OC([N:8]1[CH2:13][CH2:12][N:11]([C:14]([C:16]2([NH:19][C:20]([C:22]3[N:26]4[C@@:27]([CH2:40][C:41]5[CH:46]=[CH:45][C:44]([C:47]#[N:48])=[CH:43][CH:42]=5)([CH3:39])[C:28](=[O:38])[N:29]([C:30]5[CH:35]=[C:34]([Cl:36])[CH:33]=[C:32]([Cl:37])[CH:31]=5)[C:25]4=[N:24][CH:23]=3)=[O:21])[CH2:18][CH2:17]2)=[O:15])[CH:10]([C:49]([O:51]C(C)(C)C)=[O:50])[CH2:9]1)=O)(C)(C)C.[C:56]([OH:62])([C:58]([F:61])([F:60])[F:59])=[O:57]. Product: [F:59][C:58]([F:61])([F:60])[C:56]([OH:62])=[O:57].[C:47]([C:44]1[CH:45]=[CH:46][C:41]([CH2:40][C@@:27]2([CH3:39])[N:26]3[C:22]([C:20]([NH:19][C:16]4([C:14]([N:11]5[CH2:12][CH2:13][NH:8][CH2:9][CH:10]5[C:49]([OH:51])=[O:50])=[O:15])[CH2:17][CH2:18]4)=[O:21])=[CH:23][N:24]=[C:25]3[N:29]([C:30]3[CH:31]=[C:32]([Cl:37])[CH:33]=[C:34]([Cl:36])[CH:35]=3)[C:28]2=[O:38])=[CH:42][CH:43]=1)#[N:48]. The catalyst class is: 2. (3) Reactant: [CH3:1][O:2][CH2:3]Cl.C(=O)([O-])[O-].[K+].[K+].[CH2:11]([C:14]1[CH:15]=[C:16]([OH:20])[CH:17]=[CH:18][CH:19]=1)[CH2:12][CH3:13]. Product: [CH3:1][O:2][CH2:3][O:20][C:16]1[CH:17]=[CH:18][CH:19]=[C:14]([CH2:11][CH2:12][CH3:13])[CH:15]=1. The catalyst class is: 9. (4) Reactant: [NH:1]1[C:10]2[C:5](=[CH:6][CH:7]=[CH:8][CH:9]=2)[CH2:4][CH2:3][CH2:2]1.[N+:11]([O-])([OH:13])=[O:12].C(=O)([O-])[O-].[Na+].[Na+]. Product: [N+:11]([C:8]1[CH:9]=[C:10]2[C:5]([CH2:4][CH2:3][CH2:2][NH:1]2)=[CH:6][CH:7]=1)([O-:13])=[O:12]. The catalyst class is: 65. (5) Reactant: [CH3:1][C@:2]12[C:9]([CH3:11])([CH3:10])[CH:6]([CH2:7][CH2:8]1)[C:5](=[O:12])[CH2:4][C:3]2=[O:13].C(N(CC)CC)C.[Cl:21][C:22]1[CH:23]=[C:24]([N:29]=[C:30]=[O:31])[CH:25]=[C:26]([Cl:28])[CH:27]=1.Cl. Product: [Cl:21][C:22]1[CH:23]=[C:24]([NH:29][C:30]([CH:4]2[C:5](=[O:12])[CH:6]3[C:9]([CH3:10])([CH3:11])[C@@:2]([CH3:1])([CH2:8][CH2:7]3)[C:3]2=[O:13])=[O:31])[CH:25]=[C:26]([Cl:28])[CH:27]=1. The catalyst class is: 119. (6) Reactant: [CH3:1][O:2][C:3]1[N:12]=[C:11]2[C:6]([CH:7]=[C:8]([C:14]([OH:16])=O)[C:9](=[O:13])[NH:10]2)=[CH:5][CH:4]=1.[CH3:17][O:18][C:19](=[O:28])[C:20]1[CH:25]=[CH:24][C:23]([CH3:26])=[C:22]([NH2:27])[CH:21]=1.CN(C(ON1N=NC2C=CC=NC1=2)=[N+](C)C)C.F[P-](F)(F)(F)(F)F.C(N(CC)CC)C. Product: [CH3:17][O:18][C:19](=[O:28])[C:20]1[CH:25]=[CH:24][C:23]([CH3:26])=[C:22]([NH:27][C:14]([C:8]2[C:9](=[O:13])[NH:10][C:11]3[C:6]([CH:7]=2)=[CH:5][CH:4]=[C:3]([O:2][CH3:1])[N:12]=3)=[O:16])[CH:21]=1. The catalyst class is: 3.